This data is from Full USPTO retrosynthesis dataset with 1.9M reactions from patents (1976-2016). The task is: Predict the reactants needed to synthesize the given product. (1) Given the product [CH3:1][C:2]1[N:6]=[C:5]([CH2:7][O:8][C:9]2[CH:14]=[CH:13][C:12]3[N:15]=[C:40]([C:39]4[CH:38]=[CH:37][C:36]([C:34]([NH:33][C:30]5[CH:29]=[CH:28][C:27]([N:24]6[CH2:23][CH2:22][O:21][CH2:26][CH2:25]6)=[CH:32][CH:31]=5)=[O:35])=[CH:43][CH:42]=4)[NH:18][C:11]=3[CH:10]=2)[O:4][N:3]=1, predict the reactants needed to synthesize it. The reactants are: [CH3:1][C:2]1[N:6]=[C:5]([CH2:7][O:8][C:9]2[CH:14]=[CH:13][C:12]([N+:15]([O-])=O)=[C:11]([N+:18]([O-])=O)[CH:10]=2)[O:4][N:3]=1.[O:21]1[CH2:26][CH2:25][N:24]([C:27]2[CH:32]=[CH:31][C:30]([NH:33][C:34]([C:36]3[CH:43]=[CH:42][C:39]([CH:40]=O)=[CH:38][CH:37]=3)=[O:35])=[CH:29][CH:28]=2)[CH2:23][CH2:22]1. (2) Given the product [CH3:1][O:2][C:3](=[O:32])[C:4]1[CH:9]=[CH:8][C:7]([O:10][CH2:11][C:12]2[C:13]([C:25]3[CH:30]=[CH:29][C:28]([Cl:31])=[CH:27][CH:26]=3)=[N:14][O:15][C:16]=2[CH:17]=[O:34])=[N:6][CH:5]=1, predict the reactants needed to synthesize it. The reactants are: [CH3:1][O:2][C:3](=[O:32])[C:4]1[CH:9]=[CH:8][C:7]([O:10][CH2:11][C:12]2[C:13]([C:25]3[CH:30]=[CH:29][C:28]([Cl:31])=[CH:27][CH:26]=3)=[N:14][O:15][C:16]=2/[CH:17]=C/C2C=CC=CC=2)=[N:6][CH:5]=1.I([O-])(=O)(=O)=[O:34].[Na+]. (3) Given the product [N+:11]([CH2:10][CH:5]([CH2:6][CH:7]([CH3:9])[CH3:8])[CH2:4][C:3]([OH:18])=[O:2])([O-:13])=[O:12], predict the reactants needed to synthesize it. The reactants are: C[O:2][C:3](=[O:18])[CH:4](C(OC)=O)[CH:5]([CH2:10][N+:11]([O-:13])=[O:12])[CH2:6][CH:7]([CH3:9])[CH3:8].Cl.